This data is from Full USPTO retrosynthesis dataset with 1.9M reactions from patents (1976-2016). The task is: Predict the reactants needed to synthesize the given product. (1) Given the product [NH:1]1[C:2]2[CH:7]=[CH:6][CH:5]=[CH:4][C:3]=2[CH2:8][S:9]1(=[O:12])=[O:10], predict the reactants needed to synthesize it. The reactants are: [NH2:1][C:2]1[CH:7]=[CH:6][CH:5]=[CH:4][C:3]=1[CH2:8][S:9]([O-:12])(=O)=[O:10].[Na+]. (2) Given the product [NH:9]1[C:21]2[C:20]3[CH:19]=[CH:18][CH:17]=[CH:16][C:15]=3[N:14]=[CH:13][C:12]=2[N:11]=[C:10]1[OH:29].[NH:30]1[C:42]2[C:41]3[N:40]=[CH:39][CH:38]=[CH:37][C:36]=3[N:35]=[CH:34][C:33]=2[N:32]=[C:31]1[OH:8], predict the reactants needed to synthesize it. The reactants are: C([O:8][N:9]1[C:21]2[C:20]3[CH:19]=[CH:18][CH:17]=[CH:16][C:15]=3[N:14]=[CH:13][C:12]=2[N:11]=[CH:10]1)C1C=CC=CC=1.C([O:29][N:30]1[C:42]2[C:41]3[N:40]=[CH:39][CH:38]=[CH:37][C:36]=3[N:35]=[CH:34][C:33]=2[N:32]=[CH:31]1)C1C=CC=CC=1. (3) Given the product [N+:15]([C:12]1[CH:13]=[CH:14][C:9]([O:7][C:1]2[CH:6]=[CH:5][CH:4]=[CH:3][CH:2]=2)=[CH:10][CH:11]=1)([O-:17])=[O:16], predict the reactants needed to synthesize it. The reactants are: [C:1]1([OH:7])[CH:6]=[CH:5][CH:4]=[CH:3][CH:2]=1.Br[C:9]1[CH:14]=[CH:13][C:12]([N+:15]([O-:17])=[O:16])=[CH:11][CH:10]=1. (4) Given the product [S:18]1[CH:22]=[C:21]([NH:28][C:31](=[O:8])[O:37][C:33]([CH3:36])([CH3:35])[CH3:34])[N:20]=[CH:19]1, predict the reactants needed to synthesize it. The reactants are: C1C=CC(P(N=[N+]=[N-])(C2C=CC=CC=2)=[O:8])=CC=1.[S:18]1[CH:22]=[C:21](C(O)=O)[N:20]=[CH:19]1.C([N:28]([CH2:31]C)CC)C.[C:33]([OH:37])([CH3:36])([CH3:35])[CH3:34]. (5) Given the product [CH:24]1([C:19]([C:10]2[CH:11]=[CH:12][C:7]([OH:6])=[C:8]([CH3:13])[CH:9]=2)=[O:18])[CH2:22][CH2:23]1, predict the reactants needed to synthesize it. The reactants are: C1(C([O:6][C:7]2[CH:12]=[CH:11][CH:10]=[CH:9][C:8]=2[CH3:13])=O)CC1.C([O:18][C:19]1[CH:24]=[CH:23][CH:22]=CC=1C)(=O)CC.